This data is from Reaction yield outcomes from USPTO patents with 853,638 reactions. The task is: Predict the reaction yield, written as a fraction of the theoretical maximum amount of product (1.0 means a 100% yield; for example, 0.34 means a 34% yield). (1) The catalyst is O. The yield is 0.750. The product is [Br:1][C:2]1[C:3]([O:27][CH2:28][C:29]2[NH:33][N:32]=[N:31][N:30]=2)=[CH:4][CH:5]=[C:6]2[C:11]=1[CH:10]=[CH:9][C:8]([C:12]1[S:16][C:15]3[CH:17]=[CH:18][CH:19]=[CH:20][C:14]=3[C:13]=1[C:21](=[O:26])[CH2:22][CH:23]([CH3:25])[CH3:24])=[CH:7]2. The reactants are [Br:1][C:2]1[C:11]2[C:6](=[CH:7][C:8]([C:12]3[S:16][C:15]4[CH:17]=[CH:18][CH:19]=[CH:20][C:14]=4[C:13]=3[C:21](=[O:26])[CH2:22][CH:23]([CH3:25])[CH3:24])=[CH:9][CH:10]=2)[CH:5]=[CH:4][C:3]=1[O:27][CH2:28][C:29]#[N:30].[N-:31]=[N+:32]=[N-:33].[Na+].[Cl-].[NH4+].CN(C=O)C.Cl. (2) The reactants are Cl.[C:2]1([CH3:10])[CH:7]=[CH:6][C:5]([NH:8][NH2:9])=[CH:4][CH:3]=1.C(N(CC)CC)C.[CH2:18](Br)[CH2:19][C:20]1[CH:25]=[CH:24][CH:23]=[CH:22][CH:21]=1. The catalyst is CCO. The product is [CH2:18]([N:8]([C:5]1[CH:6]=[CH:7][C:2]([CH3:10])=[CH:3][CH:4]=1)[NH2:9])[CH2:19][C:20]1[CH:25]=[CH:24][CH:23]=[CH:22][CH:21]=1. The yield is 0.260. (3) The reactants are CN(C)[CH:3]=[O:4].P(Cl)(Cl)(Cl)=O.[NH:11]1[C:19]2[CH2:18][CH2:17][CH2:16][CH2:15][C:14]=2[C:13]([CH2:20][CH2:21][C:22]([OH:24])=[O:23])=[CH:12]1.[OH-].[Na+]. The catalyst is O.ClCCl. The product is [CH:3]([C:12]1[NH:11][C:19]2[CH2:18][CH2:17][CH2:16][CH2:15][C:14]=2[C:13]=1[CH2:20][CH2:21][C:22]([OH:24])=[O:23])=[O:4]. The yield is 0.930. (4) The yield is 0.360. The product is [N+:12]([C:9]1[CH:10]=[CH:11][C:5]2[O:4][C:3]([N:22]3[CH:20]4[CH2:21][CH2:16][N:15]([CH2:18][CH2:19]4)[CH2:28][CH2:27]3)=[N:7][C:6]=2[CH:8]=1)([O-:14])=[O:13]. No catalyst specified. The reactants are CS[C:3]1[O:4][C:5]2[CH:11]=[CH:10][C:9]([N+:12]([O-:14])=[O:13])=[CH:8][C:6]=2[N:7]=1.[NH2:15][C:16]1[CH:21]=[C:20]([N+:22]([O-])=O)[CH:19]=[CH:18]C=1O.Cl.[C:27](OCC)(=O)[CH3:28]. (5) The reactants are [CH3:1][O:2][C:3]1[CH:12]=[C:11]([O:13][CH3:14])[CH:10]=[C:9]2[C:4]=1[C:5](=[O:34])[NH:6][C:7]([C:15]1[CH:20]=[CH:19][C:18]([C:21]3[CH2:26][CH2:25][N:24]([C:27]([O:29][C:30]([CH3:33])([CH3:32])[CH3:31])=[O:28])[CH2:23][CH:22]=3)=[CH:17][CH:16]=1)=[N:8]2.[H][H]. The catalyst is CCO.CC(O)=O.[Pd]. The product is [CH3:1][O:2][C:3]1[CH:12]=[C:11]([O:13][CH3:14])[CH:10]=[C:9]2[C:4]=1[C:5](=[O:34])[NH:6][C:7]([C:15]1[CH:20]=[CH:19][C:18]([CH:21]3[CH2:22][CH2:23][N:24]([C:27]([O:29][C:30]([CH3:32])([CH3:31])[CH3:33])=[O:28])[CH2:25][CH2:26]3)=[CH:17][CH:16]=1)=[N:8]2. The yield is 1.00. (6) The reactants are Br[C:2]1[C:11](OCC2C=CC=CC=2)=[C:10]2[C:5]([CH:6]=CC(C(O)=O)=N2)=[CH:4][CH:3]=1.[CH3:23][O:24][C:25](=[O:42])[C:26]([NH:31][C:32]1[CH:37]=[CH:36][C:35]([Br:38])=[CH:34][C:33]=1[N+:39]([O-:41])=[O:40])=[CH:27][C:28]([O-:30])=O. No catalyst specified. The product is [CH3:23][O:24][C:25]([C:26]1[CH:27]=[C:28]([O:30][CH2:6][C:5]2[CH:10]=[CH:11][CH:2]=[CH:3][CH:4]=2)[C:37]2[C:32](=[C:33]([N+:39]([O-:41])=[O:40])[CH:34]=[C:35]([Br:38])[CH:36]=2)[N:31]=1)=[O:42]. The yield is 0.950. (7) The reactants are [CH2:1]([N:3]=[C:4]=[O:5])[CH3:2].[N:6]1([CH2:11][CH2:12][CH2:13][NH2:14])[CH2:10][CH2:9][CH2:8][CH2:7]1. The catalyst is C(Cl)(Cl)Cl. The product is [CH2:1]([NH:3][C:4]([NH:14][CH2:13][CH2:12][CH2:11][N:6]1[CH2:10][CH2:9][CH2:8][CH2:7]1)=[O:5])[CH3:2]. The yield is 0.964. (8) The reactants are [CH:1]1[C:13]2[C:12](=[CH:14][C:15](O)=[O:16])[C:11]3[C:6](=[CH:7][CH:8]=[CH:9][CH:10]=3)[C:5]=2[CH:4]=[CH:3][CH:2]=1.Cl.C(N=C=NCCCN(C)C)C.OC1C2N=NNC=2C=CC=1.C(N(CC)CC)C.Cl.[CH3:48][O:49][C:50](=[O:53])[CH2:51][NH2:52]. The catalyst is [Cl-].[Na+].O.CN(C=O)C. The product is [CH3:48][O:49][C:50](=[O:53])[CH2:51][NH:52][C:15](=[O:16])[CH:14]=[C:12]1[C:13]2[CH:1]=[CH:2][CH:3]=[CH:4][C:5]=2[C:6]2[C:11]1=[CH:10][CH:9]=[CH:8][CH:7]=2. The yield is 0.880.